This data is from Catalyst prediction with 721,799 reactions and 888 catalyst types from USPTO. The task is: Predict which catalyst facilitates the given reaction. (1) Reactant: [F:1][C:2]1[CH:7]=[C:6]([N+:8]([O-])=O)[CH:5]=[CH:4][C:3]=1[N:11]1[CH2:16][CH2:15][CH:14]([OH:17])[CH2:13][CH2:12]1. Product: [NH2:8][C:6]1[CH:5]=[CH:4][C:3]([N:11]2[CH2:16][CH2:15][CH:14]([OH:17])[CH2:13][CH2:12]2)=[C:2]([F:1])[CH:7]=1. The catalyst class is: 19. (2) Reactant: [CH2:1]([O:8][C:9]([N:11]1[CH2:15][CH:14]([O:16][CH2:17][C:18]2[CH:23]=[CH:22][CH:21]=[CH:20][CH:19]=2)[CH:13]2[O:24][CH2:25]C(=O)[CH:12]12)=[O:10])[C:2]1[CH:7]=[CH:6][CH:5]=[CH:4][CH:3]=1.[CH:28]([O:33][CH3:34])([O:31][CH3:32])OC.CC1C=CC(S(O)(=O)=O)=CC=1. Product: [CH2:1]([O:8][C:9]([N:11]1[CH2:15][CH:14]([O:16][CH2:17][C:18]2[CH:19]=[CH:20][CH:21]=[CH:22][CH:23]=2)[CH:13]2[O:24][CH2:25][C:28]([O:31][CH3:32])([O:33][CH3:34])[CH:12]12)=[O:10])[C:2]1[CH:7]=[CH:6][CH:5]=[CH:4][CH:3]=1. The catalyst class is: 5. (3) Reactant: Cl.[C:2](Cl)(=[O:9])[C:3]1[CH:8]=[CH:7][N:6]=[CH:5][CH:4]=1.C(N(CC)CC)C.ClCCl.[Cl:21][C:22]1[CH:23]=[CH:24][C:25]([N:29]2[CH2:34][CH2:33][CH2:32][CH2:31][CH2:30]2)=[C:26]([CH:28]=1)[NH2:27]. Product: [Cl:21][C:22]1[CH:23]=[CH:24][C:25]([N:29]2[CH2:30][CH2:31][CH2:32][CH2:33][CH2:34]2)=[C:26]([NH:27][C:2](=[O:9])[C:3]2[CH:8]=[CH:7][N:6]=[CH:5][CH:4]=2)[CH:28]=1. The catalyst class is: 777. (4) Reactant: [C:1]([O:5][C:6]([NH:8][CH2:9][CH2:10][CH2:11][C:12]1[CH:13]=[C:14]([NH:19]/[C:20](/[NH:32]C(=O)OCC2C=CC=CC=2)=[N:21]/C(=O)OCC2C=CC=CC=2)[C:15]([CH3:18])=[N:16][CH:17]=1)=[O:7])([CH3:4])([CH3:3])[CH3:2]. Product: [NH2:32][C:20]([NH:19][C:14]1[CH:13]=[C:12]([CH2:11][CH2:10][CH2:9][NH:8][C:6](=[O:7])[O:5][C:1]([CH3:3])([CH3:2])[CH3:4])[CH:17]=[N:16][C:15]=1[CH3:18])=[NH:21]. The catalyst class is: 105. (5) Reactant: [NH2:1][C@@H:2]([CH2:33][C:34]1[CH:39]=[CH:38][CH:37]=[CH:36][CH:35]=1)[C@@H:3]([OH:32])[CH2:4][C@@H:5]([NH:19][C:20]([C@@H:22]([NH:27][C:28](=[O:31])[O:29][CH3:30])[C:23]([CH3:26])([CH3:25])[CH3:24])=[O:21])[CH2:6][C:7]1[CH:12]=[CH:11][C:10]([C:13]2[CH:18]=[CH:17][CH:16]=[CH:15][N:14]=2)=[CH:9][CH:8]=1.[CH3:40][C@@H:41]([CH2:61][CH3:62])[C@H:42]([N:46]1[CH2:50][C:49](=[O:51])[N:48]([CH2:52][C:53]2[CH:58]=[CH:57][CH:56]=[C:55]([CH3:59])[N:54]=2)[C:47]1=[O:60])[C:43](O)=[O:44].CCOP(ON1N=NC2C=CC=CC=2C1=O)(OCC)=O.C(N(CC)C(C)C)(C)C. Product: [OH:32][C@H:3]([C@@H:2]([NH:1][C:43](=[O:44])[C@@H:42]([N:46]1[CH2:50][C:49](=[O:51])[N:48]([CH2:52][C:53]2[CH:58]=[CH:57][CH:56]=[C:55]([CH3:59])[N:54]=2)[C:47]1=[O:60])[CH:41]([CH3:40])[CH2:61][CH3:62])[CH2:33][C:34]1[CH:35]=[CH:36][CH:37]=[CH:38][CH:39]=1)[CH2:4][C@@H:5]([NH:19][C:20]([C@@H:22]([NH:27][C:28](=[O:31])[O:29][CH3:30])[C:23]([CH3:26])([CH3:25])[CH3:24])=[O:21])[CH2:6][C:7]1[CH:12]=[CH:11][C:10]([C:13]2[CH:18]=[CH:17][CH:16]=[CH:15][N:14]=2)=[CH:9][CH:8]=1. The catalyst class is: 1. (6) Reactant: P(Br)(Br)[Br:2].[F:5][C:6]1[CH:7]=[C:8]2[C:13](=[C:14]([F:17])[C:15]=1[F:16])[N:12]=[CH:11][C:10]([CH2:18]O)=[C:9]2[C:20]1[S:21][CH:22]=[CH:23][CH:24]=1. The catalyst class is: 2. Product: [F:5][C:6]1[CH:7]=[C:8]2[C:13](=[C:14]([F:17])[C:15]=1[F:16])[N:12]=[CH:11][C:10]([CH2:18][Br:2])=[C:9]2[C:20]1[S:21][CH:22]=[CH:23][CH:24]=1. (7) Reactant: CO[C:3](=[O:39])[NH:4][CH:5](C1C=CC=CC=1)[C:6](=[O:32])[N:7]1[CH2:11][CH2:10][CH2:9][CH:8]1[C:12]1[NH:13][C:14]([C:17]2[CH:22]=[CH:21][C:20](B3OC(C)(C)C(C)(C)O3)=[CH:19][CH:18]=2)=[CH:15][N:16]=1.[CH3:40][O:41][C:42](=[O:69])[NH:43][CH:44]([C:48]([N:50]1[CH2:54][CH2:53][CH2:52][CH:51]1[C:55]1[NH:56][C:57]([C:60]2[S:64][CH:63]3[CH:65]=[C:66](Br)[S:67][CH:62]3[CH:61]=2)=[CH:58][N:59]=1)=[O:49])[CH:45]([CH3:47])[CH3:46].[C:70]([O-:73])([O-])=O.[K+].[K+]. Product: [CH3:40][O:41][C:42](=[O:69])[NH:43][CH:44]([C:48]([N:50]1[CH2:54][CH2:53][CH2:52][CH:51]1[C:55]1[NH:56][C:57]([C:60]2[S:64][CH:63]3[CH:65]=[C:66]([C:20]4[CH:21]=[CH:22][C:17]([C:14]5[NH:13][C:12]([CH:8]6[CH2:9][CH2:10][CH2:11][N:7]6[C:6](=[O:32])[CH:5]([NH:4][CH2:3][O:39][O:73][CH3:70])[C:17]6[CH:22]=[CH:21][CH:20]=[CH:19][CH:18]=6)=[N:16][CH:15]=5)=[CH:18][CH:19]=4)[S:67][CH:62]3[CH:61]=2)=[CH:58][N:59]=1)=[O:49])[CH:45]([CH3:47])[CH3:46]. The catalyst class is: 104.